This data is from Forward reaction prediction with 1.9M reactions from USPTO patents (1976-2016). The task is: Predict the product of the given reaction. The product is: [CH2:1]([O:8][CH2:9][N:10]1[CH2:16][CH2:15][CH2:14][N:13]([C:17]([O:19][C:20]([CH3:21])([CH3:23])[CH3:22])=[O:18])[C:12](=[CH2:26])[C:11]1=[O:24])[C:2]1[CH:3]=[CH:4][CH:5]=[CH:6][CH:7]=1. Given the reactants [CH2:1]([O:8][CH2:9][N:10]1[CH2:16][CH2:15][CH2:14][N:13]([C:17]([O:19][C:20]([CH3:23])([CH3:22])[CH3:21])=[O:18])[CH2:12][C:11]1=[O:24])[C:2]1[CH:7]=[CH:6][CH:5]=[CH:4][CH:3]=1.Cl[CH2:26]OCC1C=CC=CC=1, predict the reaction product.